Dataset: Forward reaction prediction with 1.9M reactions from USPTO patents (1976-2016). Task: Predict the product of the given reaction. (1) Given the reactants [S:1]1[CH:5]=[CH:4][CH:3]=[C:2]1[SH:6].[OH-].[Na+].[Br:9][CH2:10][CH2:11][CH2:12]Br, predict the reaction product. The product is: [Br:9][CH2:10][CH2:11][CH2:12][S:6][C:2]1[S:1][CH:5]=[CH:4][CH:3]=1. (2) Given the reactants Br[C:2]1[CH:20]=[CH:19][C:5]([C:6]([NH:8][CH:9]2[CH2:14][C:13]([CH3:16])([CH3:15])[NH:12][C:11]([CH3:18])([CH3:17])[CH2:10]2)=[O:7])=[C:4]([CH3:21])[CH:3]=1.[C:22]1([OH:28])[CH:27]=[CH:26][CH:25]=[CH:24][CH:23]=1.C([O-])([O-])=O.[Cs+].[Cs+].N1C=CC=CC=1C(O)=O, predict the reaction product. The product is: [CH3:21][C:4]1[CH:3]=[C:2]([O:28][C:22]2[CH:27]=[CH:26][CH:25]=[CH:24][CH:23]=2)[CH:20]=[CH:19][C:5]=1[C:6]([NH:8][CH:9]1[CH2:14][C:13]([CH3:16])([CH3:15])[NH:12][C:11]([CH3:18])([CH3:17])[CH2:10]1)=[O:7]. (3) Given the reactants Cl[S:2]([C:5]1[CH:14]=[CH:13][C:8]([C:9]([O:11][CH3:12])=[O:10])=[CH:7][CH:6]=1)(=[O:4])=[O:3].Cl.[N:16]1[CH:21]=[CH:20][CH:19]=[CH:18][C:17]=1[N:22]1[CH2:27][CH2:26][CH:25]([CH2:28][NH2:29])[CH2:24][CH2:23]1, predict the reaction product. The product is: [N:16]1[CH:21]=[CH:20][CH:19]=[CH:18][C:17]=1[N:22]1[CH2:23][CH2:24][CH:25]([CH2:28][NH:29][S:2]([C:5]2[CH:14]=[CH:13][C:8]([C:9]([O:11][CH3:12])=[O:10])=[CH:7][CH:6]=2)(=[O:4])=[O:3])[CH2:26][CH2:27]1. (4) Given the reactants [CH2:1]([O:8][C:9]1[CH:14]=[CH:13][C:12]([N+:15]([O-:17])=[O:16])=[CH:11][C:10]=1[F:18])[C:2]1[CH:7]=[CH:6][CH:5]=[CH:4][CH:3]=1.ClC1C=CC(O[CH2:25][C:26]#[N:27])=CC=1.CC(C)([O-])C.[K+].Cl, predict the reaction product. The product is: [CH2:1]([O:8][C:9]1[C:10]([F:18])=[CH:11][C:12]([N+:15]([O-:17])=[O:16])=[C:13]([CH2:25][C:26]#[N:27])[CH:14]=1)[C:2]1[CH:3]=[CH:4][CH:5]=[CH:6][CH:7]=1. (5) Given the reactants [C:1]([N:5]1[CH:9]=[C:8]([NH:10][C:11]([C:13]2[CH:14]=[C:15]([C@@H:19]3[CH2:21][C@H:20]3[NH:22]C(=O)OC(C)(C)C)[CH:16]=[CH:17][CH:18]=2)=[O:12])[CH:7]=[N:6]1)([CH3:4])([CH3:3])[CH3:2].[ClH:30].CO, predict the reaction product. The product is: [ClH:30].[ClH:30].[NH2:22][C@@H:20]1[CH2:21][C@H:19]1[C:15]1[CH:14]=[C:13]([CH:18]=[CH:17][CH:16]=1)[C:11]([NH:10][C:8]1[CH:7]=[N:6][N:5]([C:1]([CH3:4])([CH3:2])[CH3:3])[CH:9]=1)=[O:12]. (6) Given the reactants Br[C:2]1[CH:3]=[C:4]([C:10]2[CH:15]=[CH:14][CH:13]=[C:12]([Cl:16])[CH:11]=2)[C:5]([O:8][CH3:9])=[N:6][CH:7]=1.[Li]CCCC.[F:22][C:23]1[CH:30]=[CH:29][C:26]([CH:27]=[O:28])=[CH:25][CH:24]=1, predict the reaction product. The product is: [Cl:16][C:12]1[CH:11]=[C:10]([C:4]2[CH:3]=[C:2]([CH:27]([C:26]3[CH:29]=[CH:30][C:23]([F:22])=[CH:24][CH:25]=3)[OH:28])[CH:7]=[N:6][C:5]=2[O:8][CH3:9])[CH:15]=[CH:14][CH:13]=1. (7) Given the reactants C1C=CC(OP(OC2C=CC=CC=2)([N:10]=[N+:11]=[N-:12])=O)=CC=1.[Si:20]([O:27][C@@H:28]([C@H:33]1[CH2:37][O:36][C:35]([CH3:39])([CH3:38])[N:34]1[C:40]([O:42][C:43]([CH3:46])([CH3:45])[CH3:44])=[O:41])[C@@H:29]([CH3:32])[CH2:30]O)([C:23]([CH3:26])([CH3:25])[CH3:24])([CH3:22])[CH3:21].N(C(OC(C)C)=O)=NC(OC(C)C)=O.C1C=CC(P(C2C=CC=CC=2)C2C=CC=CC=2)=CC=1, predict the reaction product. The product is: [N:10]([CH2:30][C@H:29]([CH3:32])[C@H:28]([C@H:33]1[CH2:37][O:36][C:35]([CH3:39])([CH3:38])[N:34]1[C:40]([O:42][C:43]([CH3:46])([CH3:45])[CH3:44])=[O:41])[O:27][Si:20]([C:23]([CH3:26])([CH3:25])[CH3:24])([CH3:22])[CH3:21])=[N+:11]=[N-:12].